Binary Classification. Given a T-cell receptor sequence (or CDR3 region) and an epitope sequence, predict whether binding occurs between them. From a dataset of TCR-epitope binding with 47,182 pairs between 192 epitopes and 23,139 TCRs. (1) The epitope is FADDLNQLTGY. Result: 0 (the TCR does not bind to the epitope). The TCR CDR3 sequence is CASSLNRKDPPEQFF. (2) The epitope is KRWIILGLNK. The TCR CDR3 sequence is CASSMADLSYEQYF. Result: 1 (the TCR binds to the epitope).